Predict the reactants needed to synthesize the given product. From a dataset of Full USPTO retrosynthesis dataset with 1.9M reactions from patents (1976-2016). (1) Given the product [ClH:1].[ClH:1].[Cl:1][C:2]1[CH:3]=[N:4][C:5]2[CH:6]=[CH:7][C:8](=[O:29])[N:9]([CH3:28])[C:10]=2[C:11]=1[CH2:12][CH2:13][N:14]1[CH2:18][C@H:17]([OH:19])[C@H:16]([CH2:20][NH:21][CH2:41][C:39]2[CH:38]=[CH:37][C:34]3[S:35][CH2:36][C:31](=[O:30])[NH:32][C:33]=3[N:40]=2)[CH2:15]1, predict the reactants needed to synthesize it. The reactants are: [Cl:1][C:2]1[CH:3]=[N:4][C:5]2[CH:6]=[CH:7][C:8](=[O:29])[N:9]([CH3:28])[C:10]=2[C:11]=1[CH2:12][CH2:13][N:14]1[CH2:18][C@H:17]([OH:19])[C@H:16]([CH2:20][NH:21]C(=O)C(F)(F)F)[CH2:15]1.[O:30]=[C:31]1[CH2:36][S:35][C:34]2[CH:37]=[CH:38][C:39]([CH:41]=O)=[N:40][C:33]=2[NH:32]1. (2) Given the product [ClH:1].[N+:8]([C:5]1[N:6]=[CH:7][C:2]([N:11]2[CH2:16][CH2:15][NH:14][CH2:13][CH2:12]2)=[CH:3][CH:4]=1)([O-:10])=[O:9], predict the reactants needed to synthesize it. The reactants are: [Cl:1][C:2]1[CH:3]=[CH:4][C:5]([N+:8]([O-:10])=[O:9])=[N:6][CH:7]=1.[NH:11]1[CH2:16][CH2:15][NH:14][CH2:13][CH2:12]1. (3) Given the product [C:1]([NH:9][CH2:10][C:11]1[CH2:17][N:16]([CH2:18][C:19](=[O:30])[NH:20][CH:21]2[CH2:25][C:24](=[O:26])[O:23][CH:22]2[OH:27])[C:15](=[O:31])[CH:14]([NH:32][C:33]([C:35]2[C:44]3[C:39](=[CH:40][CH:41]=[CH:42][CH:43]=3)[CH:38]=[CH:37][N:36]=2)=[O:34])[CH2:13][CH:12]=1)(=[O:8])[C:2]1[CH:3]=[CH:4][CH:5]=[CH:6][CH:7]=1, predict the reactants needed to synthesize it. The reactants are: [C:1]([NH:9][CH2:10][C:11]1[CH2:17][N:16]([CH2:18][C:19](=[O:30])[NH:20][CH:21]2[CH2:25][C:24](=[O:26])[O:23][CH:22]2[O:27]CC)[C:15](=[O:31])[CH:14]([NH:32][C:33]([C:35]2[C:44]3[C:39](=[CH:40][CH:41]=[CH:42][CH:43]=3)[CH:38]=[CH:37][N:36]=2)=[O:34])[CH2:13][CH:12]=1)(=[O:8])[C:2]1[CH:7]=[CH:6][CH:5]=[CH:4][CH:3]=1.FC(F)(F)C(O)=O. (4) Given the product [CH2:16]([O:15][C:13](=[O:14])[C:12]([O:8][C:5]1[CH:6]=[CH:7][C:2]([Cl:1])=[CH:3][CH:4]=1)([CH3:19])[CH3:18])[CH3:17], predict the reactants needed to synthesize it. The reactants are: [Cl:1][C:2]1[CH:7]=[CH:6][C:5]([OH:8])=[CH:4][CH:3]=1.[OH-].[K+].Br[C:12]([CH3:19])([CH3:18])[C:13]([O:15][CH2:16][CH3:17])=[O:14]. (5) Given the product [C:1]([Si:5]([CH3:22])([CH3:21])[O:6][C@@H:7]1[CH2:12][C:11](=[O:13])[CH2:10][C@@H:9]([O:14][C:15](=[O:20])[C:16]([CH3:19])([CH3:18])[CH3:17])[CH2:8]1)([CH3:4])([CH3:3])[CH3:2], predict the reactants needed to synthesize it. The reactants are: [C:1]([Si:5]([CH3:22])([CH3:21])[O:6][C@H:7]1[CH2:12][C@H:11]([OH:13])[CH2:10][C@@H:9]([O:14][C:15](=[O:20])[C:16]([CH3:19])([CH3:18])[CH3:17])[CH2:8]1)([CH3:4])([CH3:3])[CH3:2].[K+].[Br-].C([O-])(O)=O.[Na+].[O-]Cl.[Na+]. (6) Given the product [NH2:41][C:15]1[CH:16]=[C:17]2[C:21](=[CH:22][CH:23]=1)[N:20]([CH:24]1[CH2:28][CH2:27][N:26]([C:29]([O:31][C:32]([CH3:35])([CH3:34])[CH3:33])=[O:30])[CH2:25]1)[CH2:19][CH2:18]2, predict the reactants needed to synthesize it. The reactants are: P(C(C)(C)C)(C(C)(C)C)C(C)(C)C.Br[C:15]1[CH:16]=[C:17]2[C:21](=[CH:22][CH:23]=1)[N:20]([CH:24]1[CH2:28][CH2:27][N:26]([C:29]([O:31][C:32]([CH3:35])([CH3:34])[CH3:33])=[O:30])[CH2:25]1)[CH2:19][CH2:18]2.[Li+].C[Si]([N-:41][Si](C)(C)C)(C)C.CCCC[N+](CCCC)(CCCC)CCCC.[F-]. (7) Given the product [CH3:16][O:15][C:12]1[CH:11]=[CH:10][C:9]([C:8]2[C:7](=[O:17])[C:6](=[O:18])[C:5]=2[NH:22][CH2:21][CH:20]([C:23]2[CH:28]=[CH:27][CH:26]=[CH:25][CH:24]=2)[CH3:19])=[CH:14][CH:13]=1, predict the reactants needed to synthesize it. The reactants are: C(O[C:5]1[C:6](=[O:18])[C:7](=[O:17])[C:8]=1[C:9]1[CH:14]=[CH:13][C:12]([O:15][CH3:16])=[CH:11][CH:10]=1)(C)C.[CH3:19][CH:20]([C:23]1[CH:28]=[CH:27][CH:26]=[CH:25][CH:24]=1)[CH2:21][NH2:22]. (8) Given the product [C:1]([O:5][C:6]([NH:7][CH:8]([C:10]1[CH:15]=[CH:14][C:13]([C:16](=[O:25])[NH:17][C:18]2[CH:23]=[CH:22][N:21]=[CH:20][C:19]=2[F:24])=[CH:12][C:11]=1[C:35]1[CH:34]=[CH:33][CH:32]=[C:31]([C:28]([OH:30])=[O:29])[CH:36]=1)[CH3:9])=[O:27])([CH3:4])([CH3:3])[CH3:2], predict the reactants needed to synthesize it. The reactants are: [C:1]([O:5][C:6](=[O:27])[NH:7][CH:8]([C:10]1[CH:15]=[CH:14][C:13]([C:16](=[O:25])[NH:17][C:18]2[CH:23]=[CH:22][N:21]=[CH:20][C:19]=2[F:24])=[CH:12][C:11]=1Br)[CH3:9])([CH3:4])([CH3:3])[CH3:2].[C:28]([C:31]1[CH:32]=[C:33](B(O)O)[CH:34]=[CH:35][CH:36]=1)([OH:30])=[O:29].C([O-])([O-])=O.[Na+].[Na+].